Dataset: Full USPTO retrosynthesis dataset with 1.9M reactions from patents (1976-2016). Task: Predict the reactants needed to synthesize the given product. (1) Given the product [CH3:1][O:2][C:3]([N:5]1[C@H:13]2[C@H:8]([C@:9]([O:23][C:30]([C:25]3[CH:26]=[CH:27][CH:28]=[CH:29][N:24]=3)=[O:31])([C:14]#[C:15][C:16]3[CH:17]=[C:18]([CH3:22])[CH:19]=[CH:20][CH:21]=3)[CH2:10][CH2:11][CH2:12]2)[CH2:7][CH2:6]1)=[O:4], predict the reactants needed to synthesize it. The reactants are: [CH3:1][O:2][C:3]([N:5]1[C@@H:13]2[C@@H:8]([C@@:9]([OH:23])([C:14]#[C:15][C:16]3[CH:17]=[C:18]([CH3:22])[CH:19]=[CH:20][CH:21]=3)[CH2:10][CH2:11][CH2:12]2)[CH2:7][CH2:6]1)=[O:4].[N:24]1[CH:29]=[CH:28][CH:27]=[CH:26][C:25]=1[C:30](O)=[O:31]. (2) Given the product [CH2:28]([O:27][C:20]1[C:19]([CH2:18][N:12]2[CH2:11][CH2:10][C:9]3[C:14](=[C:15]([Cl:16])[C:6]([OH:5])=[CH:7][CH:8]=3)[C:13]2=[O:17])=[C:24]([CH3:25])[CH:23]=[C:22]([CH3:26])[N:21]=1)[C:29]1[CH:34]=[CH:33][CH:32]=[CH:31][CH:30]=1, predict the reactants needed to synthesize it. The reactants are: C(N(CC)C(=O)[O:5][C:6]1[C:15]([Cl:16])=[C:14]2[C:9]([CH2:10][CH2:11][N:12]([CH2:18][C:19]3[C:20]([O:27][CH2:28][C:29]4[CH:34]=[CH:33][CH:32]=[CH:31][CH:30]=4)=[N:21][C:22]([CH3:26])=[CH:23][C:24]=3[CH3:25])[C:13]2=[O:17])=[CH:8][CH:7]=1)C.[OH-].[Na+].